From a dataset of NCI-60 drug combinations with 297,098 pairs across 59 cell lines. Regression. Given two drug SMILES strings and cell line genomic features, predict the synergy score measuring deviation from expected non-interaction effect. (1) Drug 1: CC1=C2C(C(=O)C3(C(CC4C(C3C(C(C2(C)C)(CC1OC(=O)C(C(C5=CC=CC=C5)NC(=O)C6=CC=CC=C6)O)O)OC(=O)C7=CC=CC=C7)(CO4)OC(=O)C)O)C)OC(=O)C. Drug 2: CC1CCCC2(C(O2)CC(NC(=O)CC(C(C(=O)C(C1O)C)(C)C)O)C(=CC3=CSC(=N3)C)C)C. Cell line: HT29. Synergy scores: CSS=83.2, Synergy_ZIP=2.51, Synergy_Bliss=1.63, Synergy_Loewe=2.12, Synergy_HSA=6.35. (2) Drug 1: CC12CCC(CC1=CCC3C2CCC4(C3CC=C4C5=CN=CC=C5)C)O. Drug 2: CN(C)C1=NC(=NC(=N1)N(C)C)N(C)C. Cell line: NCI-H460. Synergy scores: CSS=-0.280, Synergy_ZIP=0.807, Synergy_Bliss=0.343, Synergy_Loewe=-3.56, Synergy_HSA=-2.56. (3) Drug 1: C1CN1P(=S)(N2CC2)N3CC3. Drug 2: CC1=C(C(=O)C2=C(C1=O)N3CC4C(C3(C2COC(=O)N)OC)N4)N. Cell line: HT29. Synergy scores: CSS=24.8, Synergy_ZIP=-6.79, Synergy_Bliss=3.75, Synergy_Loewe=-7.58, Synergy_HSA=3.12. (4) Drug 1: C1CCN(CC1)CCOC2=CC=C(C=C2)C(=O)C3=C(SC4=C3C=CC(=C4)O)C5=CC=C(C=C5)O. Drug 2: CCC(=C(C1=CC=CC=C1)C2=CC=C(C=C2)OCCN(C)C)C3=CC=CC=C3.C(C(=O)O)C(CC(=O)O)(C(=O)O)O. Cell line: HOP-62. Synergy scores: CSS=-6.52, Synergy_ZIP=4.82, Synergy_Bliss=4.73, Synergy_Loewe=-3.53, Synergy_HSA=-3.06. (5) Synergy scores: CSS=15.0, Synergy_ZIP=-5.61, Synergy_Bliss=-1.81, Synergy_Loewe=-0.394, Synergy_HSA=-0.130. Drug 1: CC12CCC(CC1=CCC3C2CCC4(C3CC=C4C5=CN=CC=C5)C)O. Drug 2: CC(CN1CC(=O)NC(=O)C1)N2CC(=O)NC(=O)C2. Cell line: UACC62.